Task: Predict the reactants needed to synthesize the given product.. Dataset: Retrosynthesis with 50K atom-mapped reactions and 10 reaction types from USPTO (1) Given the product CC(C)(C)c1c(NC(=O)Cc2ccc(C(F)(F)F)cc2)nn2cccnc12, predict the reactants needed to synthesize it. The reactants are: CC(C)(C)c1c(N)nn2cccnc12.O=C(O)Cc1ccc(C(F)(F)F)cc1. (2) The reactants are: C[C@@H](C(=O)N[C@@H](Cc1ccc([N+](=O)[O-])cc1)C(=O)N1Cc2ccccc2C[C@H]1C(=O)N[C@@H]1CCCc2ccccc21)N(C)C(=O)OC(C)(C)C. Given the product C[C@@H](C(=O)N[C@@H](Cc1ccc(N)cc1)C(=O)N1Cc2ccccc2C[C@H]1C(=O)N[C@@H]1CCCc2ccccc21)N(C)C(=O)OC(C)(C)C, predict the reactants needed to synthesize it. (3) Given the product CCOC(=O)c1cc(Br)c(CN2CCN(C(=O)OC(C)(C)C)CC2)c(Br)c1N, predict the reactants needed to synthesize it. The reactants are: CC(C)(C)OC(=O)N1CCNCC1.CCOC(=O)c1cc(Br)c(CBr)c(Br)c1N. (4) The reactants are: COc1cc(N2CCN(C)CC2)ncc1[N+](=O)[O-]. Given the product COc1cc(N2CCN(C)CC2)ncc1N, predict the reactants needed to synthesize it. (5) Given the product Cc1ccc(-n2c(C(=O)N3CCC(F)(F)CC3)cc3cc(OC4CCN(C(C)C)CC4)ccc32)cc1, predict the reactants needed to synthesize it. The reactants are: CC(C)N1CCC(Oc2ccc3[nH]c(C(=O)N4CCC(F)(F)CC4)cc3c2)CC1.Cc1ccc(B(O)O)cc1. (6) Given the product CCOC(=O)c1cnc2ccc(N3CCCCC3c3cccc(F)c3)nn12, predict the reactants needed to synthesize it. The reactants are: CCOC(=O)c1cnc2ccc(Cl)nn12.Fc1cccc(C2CCCCN2)c1. (7) Given the product NC(=O)c1cc(-c2ccccc2F)sc1Nc1cccc(C(O)CO)n1, predict the reactants needed to synthesize it. The reactants are: NC(=O)c1cc(-c2ccccc2F)sc1N.OCC(O)c1cccc(Br)n1. (8) Given the product CCOc1ccc(N(Cc2cncc(-c3cc(OC)c(OC)c(OC)c3)c2)C2CCN(C(=O)OC(C)(C)C)CC2)cc1, predict the reactants needed to synthesize it. The reactants are: CCOc1ccc(NC2CCN(C(=O)OC(C)(C)C)CC2)cc1.COc1cc(-c2cncc(CCl)c2)cc(OC)c1OC. (9) Given the product CC(C)C1CCC(NCc2ccccc2)CC1, predict the reactants needed to synthesize it. The reactants are: CC(C)C1CCC(=O)CC1.NCc1ccccc1.